This data is from Forward reaction prediction with 1.9M reactions from USPTO patents (1976-2016). The task is: Predict the product of the given reaction. (1) Given the reactants OCCN(C)C(C1C(OCC2C=CC=CC=2)=C(O)N=C(CC2(C3C4C(=CC=CC=4)C=CC=3)CCCC2)N=1)=O.[Si]([O:46][CH2:47][CH2:48][N:49]([CH:83]1[CH2:88][CH2:87][O:86][CH2:85][CH2:84]1)[C:50]([C:52]1[C:57]([O:58][CH2:59][C:60]2[CH:65]=[CH:64][CH:63]=[CH:62][CH:61]=2)=[C:56]([OH:66])[N:55]=[C:54]([CH2:67][C:68]2([C:73]3[C:82]4[C:77](=[CH:78][CH:79]=[CH:80][CH:81]=4)[CH:76]=[CH:75][CH:74]=3)[CH2:72][CH2:71][CH2:70][CH2:69]2)[N:53]=1)=[O:51])(C(C)(C)C)(C)C, predict the reaction product. The product is: [OH:46][CH2:47][CH2:48][N:49]([CH:83]1[CH2:84][CH2:85][O:86][CH2:87][CH2:88]1)[C:50]([C:52]1[C:57]([O:58][CH2:59][C:60]2[CH:65]=[CH:64][CH:63]=[CH:62][CH:61]=2)=[C:56]([OH:66])[N:55]=[C:54]([CH2:67][C:68]2([C:73]3[C:82]4[C:77](=[CH:78][CH:79]=[CH:80][CH:81]=4)[CH:76]=[CH:75][CH:74]=3)[CH2:72][CH2:71][CH2:70][CH2:69]2)[N:53]=1)=[O:51]. (2) Given the reactants [N:1]1[CH:6]=[CH:5][C:4]([CH2:7][CH2:8][NH:9][C:10](=[O:16])[O:11][C:12]([CH3:15])([CH3:14])[CH3:13])=[CH:3][CH:2]=1.ClC1C=CC=C(C(OO)=[O:25])C=1, predict the reaction product. The product is: [N:1]1[CH:6]=[CH:5][C:4]([CH2:7][CH2:8][NH+:9]([O-:25])[C:10](=[O:16])[O:11][C:12]([CH3:13])([CH3:15])[CH3:14])=[CH:3][CH:2]=1. (3) Given the reactants [Br:1][C:2]1[CH:3]=[CH:4][CH:5]=[C:6]2[C:10]=1[NH:9][CH:8]=[CH:7]2.[OH-].[K+].CS(C)=O.[F:17][C:18]([F:28])([F:27])[C:19]1[CH:20]=[C:21]([CH:24]=[CH:25][CH:26]=1)[CH2:22]Br, predict the reaction product. The product is: [Br:1][C:2]1[CH:3]=[CH:4][CH:5]=[C:6]2[C:10]=1[N:9]([CH2:22][C:21]1[CH:24]=[CH:25][CH:26]=[C:19]([C:18]([F:17])([F:27])[F:28])[CH:20]=1)[CH:8]=[CH:7]2. (4) Given the reactants [NH2:1][C:2]1[CH:3]=[CH:4][C:5]([CH3:26])=[C:6]([N:8]2[C:17](=[O:18])[C:16]3[C:11](=[CH:12][CH:13]=[C:14]([N:19]4[CH2:24][CH2:23][N:22]([CH3:25])[CH2:21][CH2:20]4)[CH:15]=3)[N:10]=[CH:9]2)[CH:7]=1.[CH:27]1[C:35]2[C:34]3[CH:36]=[CH:37][CH:38]=[CH:39][C:33]=3[O:32][C:31]=2[C:30]([C:40](O)=[O:41])=[CH:29][CH:28]=1.C(N(C(C)C)CC)(C)C, predict the reaction product. The product is: [CH:27]1[C:35]2[C:34]3[CH:36]=[CH:37][CH:38]=[CH:39][C:33]=3[O:32][C:31]=2[C:30]([C:40]([NH:1][C:2]2[CH:3]=[CH:4][C:5]([CH3:26])=[C:6]([N:8]3[C:17](=[O:18])[C:16]4[C:11](=[CH:12][CH:13]=[C:14]([N:19]5[CH2:24][CH2:23][N:22]([CH3:25])[CH2:21][CH2:20]5)[CH:15]=4)[N:10]=[CH:9]3)[CH:7]=2)=[O:41])=[CH:29][CH:28]=1. (5) Given the reactants [CH2:1]([O:3][C:4]1[C:12]2[CH2:11][N:10]([C:13]3[CH:18]=[CH:17][C:16]([CH2:19][C:20]([O:22]CC)=[O:21])=[CH:15][CH:14]=3)[C:9](=[O:25])[C:8]=2[C:7]([O:26][CH2:27][CH3:28])=[C:6]2[CH:29]=[CH:30][CH:31]=[CH:32][C:5]=12)[CH3:2].C(=O)([O-])[O-].[K+].[K+].C(O)C, predict the reaction product. The product is: [CH2:1]([O:3][C:4]1[C:12]2[CH2:11][N:10]([C:13]3[CH:14]=[CH:15][C:16]([CH2:19][C:20]([OH:22])=[O:21])=[CH:17][CH:18]=3)[C:9](=[O:25])[C:8]=2[C:7]([O:26][CH2:27][CH3:28])=[C:6]2[CH:29]=[CH:30][CH:31]=[CH:32][C:5]=12)[CH3:2]. (6) Given the reactants [C:1]([C:5]1[CH:6]=[C:7]([NH:28][C:29]([NH:31][C@@H:32]2[C:41]3[C:36](=[CH:37][CH:38]=[CH:39][CH:40]=3)[C@H:35]([O:42][C:43]3[CH:44]=[CH:45][C:46]4[N:47]([C:49]([N:52]5[CH2:57][CH2:56][CH2:55][CH2:54][CH2:53]5)=[N:50][N:51]=4)[CH:48]=3)[CH2:34][CH2:33]2)=[O:30])[N:8]([C:10]2[CH:15]=[CH:14][C:13]([Cl:16])=[C:12]([O:17][CH2:18]CCOC3CCCCO3)[CH:11]=2)[N:9]=1)([CH3:4])([CH3:3])[CH3:2].C1(C)C=CC(S([O-])(=O)=[O:65])=CC=1.[NH+]1[CH:74]=[CH:73]C=CC=1, predict the reaction product. The product is: [C:1]([C:5]1[CH:6]=[C:7]([NH:28][C:29]([NH:31][C@@H:32]2[C:41]3[C:36](=[CH:37][CH:38]=[CH:39][CH:40]=3)[C@H:35]([O:42][C:43]3[CH:44]=[CH:45][C:46]4[N:47]([C:49]([N:52]5[CH2:57][CH2:56][CH2:55][CH2:54][CH2:53]5)=[N:50][N:51]=4)[CH:48]=3)[CH2:34][CH2:33]2)=[O:30])[N:8]([C:10]2[CH:15]=[CH:14][C:13]([Cl:16])=[C:12]([O:17][CH2:18][CH:73]([OH:65])[CH3:74])[CH:11]=2)[N:9]=1)([CH3:3])([CH3:2])[CH3:4]. (7) Given the reactants Br[CH2:2][C:3]1[C:12]([C:13]2[CH:18]=[CH:17][CH:16]=[C:15]([F:19])[CH:14]=2)=[N:11][C:10]2[C:5](=[CH:6][CH:7]=[CH:8][C:9]=2[Cl:20])[N:4]=1.I([O-])(=O)(=O)=[O:22].[Na+].CN(C=O)C, predict the reaction product. The product is: [Cl:20][C:9]1[CH:8]=[CH:7][CH:6]=[C:5]2[C:10]=1[N:11]=[C:12]([C:13]1[CH:18]=[CH:17][CH:16]=[C:15]([F:19])[CH:14]=1)[C:3]([CH:2]=[O:22])=[N:4]2. (8) Given the reactants [N+:1]([C:4]1[CH:5]=[CH:6][C:7]([CH:10]=[CH2:11])=[N:8][CH:9]=1)([O-:3])=[O:2].FC(F)(F)C(O)=O.[CH2:19]([N:26]([CH2:32]OC)[CH2:27][Si](C)(C)C)[C:20]1[CH:25]=[CH:24][CH:23]=[CH:22][CH:21]=1, predict the reaction product. The product is: [CH2:19]([N:26]1[CH2:32][CH2:11][CH:10]([C:7]2[CH:6]=[CH:5][C:4]([N+:1]([O-:3])=[O:2])=[CH:9][N:8]=2)[CH2:27]1)[C:20]1[CH:25]=[CH:24][CH:23]=[CH:22][CH:21]=1.